Regression. Given a peptide amino acid sequence and an MHC pseudo amino acid sequence, predict their binding affinity value. This is MHC class I binding data. From a dataset of Peptide-MHC class I binding affinity with 185,985 pairs from IEDB/IMGT. (1) The peptide sequence is DSPATLSAY. The MHC is HLA-A29:02 with pseudo-sequence HLA-A29:02. The binding affinity (normalized) is 0.0847. (2) The peptide sequence is DLASWIKYIQY. The MHC is Mamu-B17 with pseudo-sequence Mamu-B17. The binding affinity (normalized) is 0.